This data is from Reaction yield outcomes from USPTO patents with 853,638 reactions. The task is: Predict the reaction yield, written as a fraction of the theoretical maximum amount of product (1.0 means a 100% yield; for example, 0.34 means a 34% yield). (1) The reactants are CC1(C)C(C)(C)OB([C:9]2[CH:18]=[C:17]3[C:12]([CH:13]=[C:14]([NH:19][C:20]([CH:22]4[CH2:24][CH2:23]4)=[O:21])[N:15]=[CH:16]3)=[CH:11][CH:10]=2)O1.Br[C:27]1[C:34]([CH3:35])=[CH:33][CH:32]=[C:31]([F:36])[C:28]=1[CH:29]=[O:30].C(=O)([O-])[O-].[Na+].[Na+]. The catalyst is C(#N)C.C(OCC)(=O)C.CC(P(C(C)(C)C)C1C=CC(N(C)C)=CC=1)(C)C.CC(P(C(C)(C)C)C1C=CC(N(C)C)=CC=1)(C)C.Cl[Pd]Cl. The product is [F:36][C:31]1[C:28]([CH:29]=[O:30])=[C:27]([C:9]2[CH:18]=[C:17]3[C:12]([CH:13]=[C:14]([NH:19][C:20]([CH:22]4[CH2:23][CH2:24]4)=[O:21])[N:15]=[CH:16]3)=[CH:11][CH:10]=2)[C:34]([CH3:35])=[CH:33][CH:32]=1. The yield is 0.970. (2) The reactants are [F:1][CH:2]([F:11])[N:3]1[N:7]=[C:6]([N+:8]([O-])=O)[CH:5]=[N:4]1. The catalyst is [Pd]. The product is [F:1][CH:2]([F:11])[N:3]1[N:7]=[C:6]([NH2:8])[CH:5]=[N:4]1. The yield is 0.810. (3) The reactants are [F:1][C:2]1[CH:3]=[C:4]([S:8]([C:11]2[CH:20]=[C:19]3[C:14]([CH2:15][CH2:16][C@H:17]([CH2:21]OS(C)(=O)=O)[O:18]3)=[CH:13][CH:12]=2)(=[O:10])=[O:9])[CH:5]=[CH:6][CH:7]=1.O.[CH3:28][NH2:29]. No catalyst specified. The product is [F:1][C:2]1[CH:3]=[C:4]([S:8]([C:11]2[CH:20]=[C:19]3[C:14]([CH2:15][CH2:16][C@H:17]([CH2:21][NH:29][CH3:28])[O:18]3)=[CH:13][CH:12]=2)(=[O:10])=[O:9])[CH:5]=[CH:6][CH:7]=1. The yield is 0.970. (4) The reactants are [CH2:1]([NH:8][C:9]1[C:18]2[C:13](=[CH:14][CH:15]=[CH:16][CH:17]=2)[N:12]=[C:11](Cl)[N:10]=1)[C:2]1[CH:7]=[CH:6][CH:5]=[CH:4][CH:3]=1.[CH3:20][O:21][CH2:22][C@@H:23]1[CH2:27][CH2:26][CH2:25][NH:24]1. The catalyst is CC#N. The product is [CH2:1]([NH:8][C:9]1[C:18]2[C:13](=[CH:14][CH:15]=[CH:16][CH:17]=2)[N:12]=[C:11]([N:24]2[CH2:25][CH2:26][CH2:27][C@H:23]2[CH2:22][O:21][CH3:20])[N:10]=1)[C:2]1[CH:7]=[CH:6][CH:5]=[CH:4][CH:3]=1. The yield is 0.480.